This data is from Full USPTO retrosynthesis dataset with 1.9M reactions from patents (1976-2016). The task is: Predict the reactants needed to synthesize the given product. (1) Given the product [Cl:11][C:12]1[CH:17]=[CH:16][C:15]2[N:18]=[C:8]([C:5]3[CH:4]=[CH:3][C:2](=[O:1])[NH:7][N:6]=3)[NH:19][C:14]=2[CH:13]=1, predict the reactants needed to synthesize it. The reactants are: [O:1]=[C:2]1[NH:7][N:6]=[C:5]([C:8](O)=O)[CH:4]=[CH:3]1.[Cl:11][C:12]1[CH:13]=[C:14]([NH2:19])[C:15]([NH2:18])=[CH:16][CH:17]=1.C([O-])(O)=O.[Na+]. (2) Given the product [C:13]([C@H:17]1[CH2:22][CH2:21][C@H:20]([O:1][C:2]2[CH:3]=[C:4]3[C:9](=[CH:10][CH:11]=2)[N:8]=[C:7]([CH3:12])[CH:6]=[CH:5]3)[CH2:19][CH2:18]1)([CH3:16])([CH3:15])[CH3:14], predict the reactants needed to synthesize it. The reactants are: [OH:1][C:2]1[CH:3]=[C:4]2[C:9](=[CH:10][CH:11]=1)[N:8]=[C:7]([CH3:12])[CH:6]=[CH:5]2.[C:13]([C@@H:17]1[CH2:22][CH2:21][C@H:20](O)[CH2:19][CH2:18]1)([CH3:16])([CH3:15])[CH3:14]. (3) Given the product [CH3:3][O:4][C:5]([C:7]1[CH:8]=[C:9]2[C:13](=[CH:14][CH:15]=1)[C:12](=[O:16])[N:11]([CH3:18])[CH2:10]2)=[O:6], predict the reactants needed to synthesize it. The reactants are: [H-].[Na+].[CH3:3][O:4][C:5]([C:7]1[CH:8]=[C:9]2[C:13](=[CH:14][CH:15]=1)[C:12](=[O:16])[NH:11][CH2:10]2)=[O:6].I[CH3:18]. (4) Given the product [CH2:1]([N:8]1[C@@H:13]([CH3:14])[CH2:12][N:11]([C:17]2[CH:26]=[C:25]3[C:20]([CH:21]=[CH:22][CH:23]=[N:24]3)=[CH:19][C:18]=2[O:27][CH3:28])[CH2:10][C@H:9]1[CH3:15])[C:2]1[CH:3]=[CH:4][CH:5]=[CH:6][CH:7]=1, predict the reactants needed to synthesize it. The reactants are: [CH2:1]([N:8]1[C@H:13]([CH3:14])[CH2:12][NH:11][CH2:10][C@@H:9]1[CH3:15])[C:2]1[CH:7]=[CH:6][CH:5]=[CH:4][CH:3]=1.Br[C:17]1[CH:26]=[C:25]2[C:20]([CH:21]=[CH:22][CH:23]=[N:24]2)=[CH:19][C:18]=1[O:27][CH3:28]. (5) Given the product [O:30]=[C:28]1[CH2:27][C:23]2([CH2:26][CH2:25][CH2:24]2)[N:17]([C:15]([O:14][CH2:7][C:8]2[CH:13]=[CH:12][CH:11]=[CH:10][CH:9]=2)=[O:16])[CH:18]1[C:19]([O:21][CH3:22])=[O:20], predict the reactants needed to synthesize it. The reactants are: CC(C)([O-])C.[K+].[CH2:7]([O:14][C:15]([N:17]([C:23]1([CH2:27][C:28]([O:30]C)=O)[CH2:26][CH2:25][CH2:24]1)[CH2:18][C:19]([O:21][CH3:22])=[O:20])=[O:16])[C:8]1[CH:13]=[CH:12][CH:11]=[CH:10][CH:9]=1.